Dataset: Full USPTO retrosynthesis dataset with 1.9M reactions from patents (1976-2016). Task: Predict the reactants needed to synthesize the given product. (1) Given the product [C:27]1([C:18]2[CH:19]=[CH:20][CH:21]=[CH:22][CH:23]=2)[CH:28]=[CH:29][C:30]([C:6]([N:8]2[CH2:12][C:11](=[CH:13][Cl:14])[CH2:10][C@H:9]2[C:15]([NH:39][CH2:38][C:34]2[O:33][CH:37]=[CH:36][CH:35]=2)=[O:17])=[O:7])=[CH:31][CH:32]=1, predict the reactants needed to synthesize it. The reactants are: C(O[C:6]([N:8]1[CH2:12][C:11](=[CH:13][Cl:14])[CH2:10][C@H:9]1[C:15]([OH:17])=O)=[O:7])(C)(C)C.[C:18]1([C:27]2[CH:32]=[CH:31][CH:30]=[CH:29][CH:28]=2)[CH:23]=[CH:22][C:21](C(Cl)=O)=[CH:20][CH:19]=1.[O:33]1[CH:37]=[CH:36][CH:35]=[C:34]1[CH2:38][NH2:39]. (2) Given the product [C:1]1([CH:7]2[CH2:12][CH2:11][CH:10]([N:14]3[CH2:17][CH:16]([NH:18][C:19]([CH2:21][NH:22][C:23](=[O:38])[C:24]4[CH:29]=[C:28]([C:30]([F:33])([F:32])[F:31])[CH:27]=[C:26]([C:34]([F:35])([F:37])[F:36])[CH:25]=4)=[O:20])[CH2:15]3)[CH2:9][CH2:8]2)[CH:6]=[CH:5][CH:4]=[CH:3][CH:2]=1, predict the reactants needed to synthesize it. The reactants are: [C:1]1([CH:7]2[CH2:12][CH2:11][C:10](=O)[CH2:9][CH2:8]2)[CH:6]=[CH:5][CH:4]=[CH:3][CH:2]=1.[NH:14]1[CH2:17][CH:16]([NH:18][C:19]([CH2:21][NH:22][C:23](=[O:38])[C:24]2[CH:29]=[C:28]([C:30]([F:33])([F:32])[F:31])[CH:27]=[C:26]([C:34]([F:37])([F:36])[F:35])[CH:25]=2)=[O:20])[CH2:15]1. (3) Given the product [O:1]1[C:5]2[CH:6]=[CH:7][CH:8]=[CH:9][C:4]=2[CH:3]=[C:2]1[C:14]1[CH:35]=[CH:34][C:17]([C:18]([NH:20][S:21]([C:24]2[CH:29]=[CH:28][CH:27]=[CH:26][C:25]=2[S:30](=[O:32])(=[O:33])[NH2:31])(=[O:22])=[O:23])=[O:19])=[C:16]([CH3:36])[C:15]=1[O:37][CH3:38], predict the reactants needed to synthesize it. The reactants are: [O:1]1[C:5]2[CH:6]=[CH:7][CH:8]=[CH:9][C:4]=2[CH:3]=[C:2]1B(O)O.Br[C:14]1[CH:35]=[CH:34][C:17]([C:18]([NH:20][S:21]([C:24]2[CH:29]=[CH:28][CH:27]=[CH:26][C:25]=2[S:30](=[O:33])(=[O:32])[NH2:31])(=[O:23])=[O:22])=[O:19])=[C:16]([CH3:36])[C:15]=1[O:37][CH3:38]. (4) Given the product [CH2:14]([O:16][C:17](=[O:20])[CH2:1][C:5]1[CH:10]=[CH:9][C:8]([C:8]2[CH2:9][CH2:10][CH:5]([C:1]([CH3:4])([CH3:3])[CH3:2])[CH2:6][CH:7]=2)=[CH:7][CH:6]=1)[CH3:15], predict the reactants needed to synthesize it. The reactants are: [C:1]([CH:5]1[CH2:10][CH2:9][C:8](B(O)O)=[CH:7][CH2:6]1)([CH3:4])([CH3:3])[CH3:2].[CH2:14]([OH:16])[CH3:15].[C:17](=[O:20])([O-])[O-].[Na+].[Na+].Cl. (5) Given the product [Cl:11][C:9]1[C:10]2[C:2]([C:19]([C:18]3[CH:25]=[CH:26][N:27]=[C:16]([Cl:15])[CH:17]=3)=[O:20])=[CH:3][N:4]([CH:12]([CH3:14])[CH3:13])[C:5]=2[N:6]=[CH:7][N:8]=1, predict the reactants needed to synthesize it. The reactants are: Br[C:2]1[C:10]2[C:9]([Cl:11])=[N:8][CH:7]=[N:6][C:5]=2[N:4]([CH:12]([CH3:14])[CH3:13])[CH:3]=1.[Cl:15][C:16]1[CH:17]=[C:18]([CH:25]=[CH:26][N:27]=1)[C:19](N(OC)C)=[O:20].BrC1C=C(C(C2C3C(Cl)=NC=NC=3N(C(C)C)C=2)=O)C=NC=1. (6) Given the product [O:10]([C:11]1[CH:19]=[CH:18][CH:17]=[C:16]2[C:12]=1[CH2:13][CH2:14][C:15]2=[O:20])[C:1]1[CH:6]=[CH:5][CH:4]=[CH:3][CH:2]=1, predict the reactants needed to synthesize it. The reactants are: [C:1]1(B(O)O)[CH:6]=[CH:5][CH:4]=[CH:3][CH:2]=1.[OH:10][C:11]1[CH:19]=[CH:18][CH:17]=[C:16]2[C:12]=1[CH2:13][CH2:14][C:15]2=[O:20].C(Cl)Cl.O=O. (7) Given the product [F:1][C:2]1[CH:3]=[C:4](/[CH:8]=[CH:9]/[CH2:10][NH:12][CH:13]2[CH2:18][CH2:17][N:16]([CH2:19][CH:20]3[N:30]4[C:31]5[N:22]([C:23](=[O:33])[CH:24]=[CH:25][C:26]=5[N:27]=[CH:28][C:29]4=[O:32])[CH2:21]3)[CH2:15][CH2:14]2)[CH:5]=[N:6][CH:7]=1, predict the reactants needed to synthesize it. The reactants are: [F:1][C:2]1[CH:3]=[C:4](/[CH:8]=[CH:9]/[CH:10]=O)[CH:5]=[N:6][CH:7]=1.[NH2:12][CH:13]1[CH2:18][CH2:17][N:16]([CH2:19][CH:20]2[N:30]3[C:31]4[N:22]([C:23](=[O:33])[CH:24]=[CH:25][C:26]=4[N:27]=[CH:28][C:29]3=[O:32])[CH2:21]2)[CH2:15][CH2:14]1.S([O-])([O-])(=O)=O.[Mg+2].C(O[BH-](OC(=O)C)OC(=O)C)(=O)C.[Na+].C([O-])(O)=O.[Na+]. (8) Given the product [N:11]12[CH2:16][CH2:15][CH:14]([CH2:13][CH2:12]1)[CH:9]([O:8][C:5]1[N:4]=[CH:3][C:2]([C:27]3[CH:26]=[CH:25][C:24]([NH:23][C:22](=[O:39])[O:21][C:17]([CH3:19])([CH3:18])[CH3:20])=[CH:29][CH:28]=3)=[CH:7][N:6]=1)[CH2:10]2, predict the reactants needed to synthesize it. The reactants are: Br[C:2]1[CH:3]=[N:4][C:5]([O:8][CH:9]2[CH:14]3[CH2:15][CH2:16][N:11]([CH2:12][CH2:13]3)[CH2:10]2)=[N:6][CH:7]=1.[C:17]([O:21][C:22](=[O:39])[NH:23][C:24]1[CH:29]=[CH:28][C:27](B2OC(C)(C)C(C)(C)O2)=[CH:26][CH:25]=1)([CH3:20])([CH3:19])[CH3:18].C([O-])([O-])=O.[K+].[K+].